Predict the reactants needed to synthesize the given product. From a dataset of Full USPTO retrosynthesis dataset with 1.9M reactions from patents (1976-2016). (1) Given the product [CH2:1]([O:4][C:5]1([CH3:31])[CH2:6][CH2:7][N:8]([C:11]2[C:12]3[N:13]([N:24]=[C:25]([C:27]([O:29][CH3:30])=[O:28])[CH:26]=3)[CH:14]=[C:15]([CH3:23])[C:16]=2[C@H:17]([O:22][C:51]([CH3:54])([CH3:53])[CH3:52])[C:18]([O:20][CH3:21])=[O:19])[CH2:9][CH2:10]1)[CH:2]=[CH2:3], predict the reactants needed to synthesize it. The reactants are: [CH2:1]([O:4][C:5]1([CH3:31])[CH2:10][CH2:9][N:8]([C:11]2[C:12]3[N:13]([N:24]=[C:25]([C:27]([O:29][CH3:30])=[O:28])[CH:26]=3)[CH:14]=[C:15]([CH3:23])[C:16]=2[C@H:17]([OH:22])[C:18]([O:20][CH3:21])=[O:19])[CH2:7][CH2:6]1)[CH:2]=[CH2:3].[N-](S(C(F)(F)F)(=O)=O)S(C(F)(F)F)(=O)=O.ClC(Cl)(Cl)C(=N)O[C:51]([CH3:54])([CH3:53])[CH3:52]. (2) Given the product [F:1][C:2]1[CH:9]=[CH:8][C:7]([C:10]2[CH:15]=[CH:14][N:13]=[C:12]3[NH:16][C:17]([C:19]4[CH:20]=[CH:21][C:22]([N:25]5[CH2:26][CH2:27][O:28][CH2:29][CH2:30]5)=[CH:23][CH:24]=4)=[CH:18][C:11]=23)=[CH:6][C:3]=1[C:4]#[N:5], predict the reactants needed to synthesize it. The reactants are: [F:1][C:2]1[CH:9]=[CH:8][C:7]([C:10]2[CH:15]=[CH:14][N:13]=[C:12]3[N:16](S(C4C=CC=CC=4)(=O)=O)[C:17]([C:19]4[CH:24]=[CH:23][C:22]([N:25]5[CH2:30][CH2:29][O:28][CH2:27][CH2:26]5)=[CH:21][CH:20]=4)=[CH:18][C:11]=23)=[CH:6][C:3]=1[C:4]#[N:5].C([O-])([O-])=O.[Cs+].[Cs+]. (3) Given the product [F:1][C:2]1[CH:7]=[CH:6][C:5]([O:8][C:9](=[O:33])[N:10]([C@@H:13]2[C@@H:17]([C:18]3[CH:23]=[CH:22][C:21]([Cl:24])=[CH:20][CH:19]=3)[CH2:16][N:15]([C:25]([CH:27]3[CH2:32][CH2:31][N:30]([C:35]4[N:40]=[CH:39][C:38]([C:41]#[N:42])=[CH:37][N:36]=4)[CH2:29][CH2:28]3)=[O:26])[CH2:14]2)[CH2:11][CH3:12])=[CH:4][CH:3]=1, predict the reactants needed to synthesize it. The reactants are: [F:1][C:2]1[CH:7]=[CH:6][C:5]([O:8][C:9](=[O:33])[N:10]([C@@H:13]2[C@@H:17]([C:18]3[CH:23]=[CH:22][C:21]([Cl:24])=[CH:20][CH:19]=3)[CH2:16][N:15]([C:25]([CH:27]3[CH2:32][CH2:31][NH:30][CH2:29][CH2:28]3)=[O:26])[CH2:14]2)[CH2:11][CH3:12])=[CH:4][CH:3]=1.Cl[C:35]1[N:40]=[CH:39][C:38]([C:41]#[N:42])=[CH:37][N:36]=1.CCN(C(C)C)C(C)C. (4) Given the product [F:1][C:2]1[C:10]([N+:11]([O-:13])=[O:12])=[CH:9][CH:8]=[C:7]([F:14])[C:3]=1[C:4]([O:6][CH3:17])=[O:5], predict the reactants needed to synthesize it. The reactants are: [F:1][C:2]1[C:10]([N+:11]([O-:13])=[O:12])=[CH:9][CH:8]=[C:7]([F:14])[C:3]=1[C:4]([OH:6])=[O:5].[N+](=[CH2:17])=[N-].[Si](C=[N+]=[N-])(C)(C)C.N#N.